Dataset: Forward reaction prediction with 1.9M reactions from USPTO patents (1976-2016). Task: Predict the product of the given reaction. Given the reactants [CH3:1][CH:2]1[CH2:6][N:5]([C:7]([O:9][C:10]([CH3:13])([CH3:12])[CH3:11])=[O:8])[C@H:4]([C:14]2[NH:15][CH:16]=[C:17]([CH3:19])[N:18]=2)[CH2:3]1.[I:20]N1C(=O)CCC1=O.O, predict the reaction product. The product is: [I:20][C:16]1[NH:15][C:14]([C@@H:4]2[CH2:3][C@H:2]([CH3:1])[CH2:6][N:5]2[C:7]([O:9][C:10]([CH3:13])([CH3:11])[CH3:12])=[O:8])=[N:18][C:17]=1[CH3:19].